Dataset: Reaction yield outcomes from USPTO patents with 853,638 reactions. Task: Predict the reaction yield, written as a fraction of the theoretical maximum amount of product (1.0 means a 100% yield; for example, 0.34 means a 34% yield). (1) The reactants are [C:1]([N:8]1[CH2:13][CH2:12][C:11](=O)[CH2:10][CH2:9]1)([O:3][C:4]([CH3:7])([CH3:6])[CH3:5])=[O:2].[NH2:15][C:16]1[CH:21]=[CH:20][C:19]([O:22][C:23](=[O:25])[CH3:24])=[CH:18][CH:17]=1. No catalyst specified. The product is [C:4]([O:3][C:1]([N:8]1[CH2:13][CH2:12][CH:11]([NH:15][C:16]2[CH:17]=[CH:18][C:19]([O:22][C:23](=[O:25])[CH3:24])=[CH:20][CH:21]=2)[CH2:10][CH2:9]1)=[O:2])([CH3:7])([CH3:6])[CH3:5]. The yield is 0.760. (2) The reactants are [NH:1]1[C:9]2[CH2:8][CH2:7][CH2:6][CH2:5][C:4]=2[CH:3]=[CH:2]1.[Cl:10][C:11]([Cl:16])([Cl:15])[C:12](Cl)=[O:13]. The yield is 1.00. The catalyst is ClCCCl. The product is [Cl:10][C:11]([Cl:16])([Cl:15])[C:12]([C:2]1[NH:1][C:9]2[CH2:8][CH2:7][CH2:6][CH2:5][C:4]=2[CH:3]=1)=[O:13]. (3) The reactants are [CH3:1][C:2]1[CH:12]=[CH:11][CH:10]=[C:9]([N+:13]([O-])=O)[C:3]=1[NH:4][CH2:5][CH2:6][S:7][CH3:8].O.O.[Sn](Cl)Cl.Cl.C1N=CN([C:27](N2C=NC=C2)=[O:28])C=1. The catalyst is C(O)C. The product is [CH3:1][C:2]1[C:3]2[N:4]([CH2:5][CH2:6][S:7][CH3:8])[C:27](=[O:28])[NH:13][C:9]=2[CH:10]=[CH:11][CH:12]=1. The yield is 0.690. (4) The reactants are C([O-])([O-])=O.[K+].[K+].[N+:7]([C:10]1[CH:11]=[C:12]([C:19]([F:22])([F:21])[F:20])[C:13]([CH2:16][C:17]#[N:18])=[N:14][CH:15]=1)([O-:9])=[O:8].[CH3:23]I. The catalyst is CC#N. The product is [N+:7]([C:10]1[CH:11]=[C:12]([C:19]([F:22])([F:20])[F:21])[C:13]([CH:16]([CH3:23])[C:17]#[N:18])=[N:14][CH:15]=1)([O-:9])=[O:8]. The yield is 0.347.